Predict the reactants needed to synthesize the given product. From a dataset of Full USPTO retrosynthesis dataset with 1.9M reactions from patents (1976-2016). (1) The reactants are: [F:1][C:2]1[CH:7]=[CH:6][C:5]([N:8]2[C:16]3[CH:15]=[CH:14][CH:13]=[C:12]([NH2:17])[C:11]=3[CH:10]=[N:9]2)=[CH:4][CH:3]=1.[CH3:18][C:19]1([CH3:30])[CH2:21][N:20]1[C:22]([C:24]1[CH:29]=[CH:28][CH:27]=[CH:26][CH:25]=1)=[O:23]. Given the product [F:1][C:2]1[CH:3]=[CH:4][C:5]([N:8]2[C:16]3[C:11](=[C:12]([NH:17][C:19]([CH3:30])([CH3:18])[CH2:21][NH:20][C:22](=[O:23])[C:24]4[CH:29]=[CH:28][CH:27]=[CH:26][CH:25]=4)[CH:13]=[CH:14][CH:15]=3)[CH:10]=[N:9]2)=[CH:6][CH:7]=1, predict the reactants needed to synthesize it. (2) Given the product [CH3:25][O:24][C:22]1[CH:23]=[C:15]2[C:16](=[CH:20][CH:21]=1)[C:17](=[O:19])[O:18][CH:1]=[C:14]2[C:11]([OH:13])=[O:12], predict the reactants needed to synthesize it. The reactants are: [C:1](OC(=O)C)(=O)C.C(O)=O.[C:11]([CH2:14][C:15]1[CH:23]=[C:22]([O:24][CH3:25])[CH:21]=[CH:20][C:16]=1[C:17]([OH:19])=[O:18])([OH:13])=[O:12].N1C=CC=CC=1. (3) Given the product [Br:10][C:11]1[CH:16]=[CH:15][C:14]([C:17]2[N:18]=[C:19]([N:22]3[C:23]([CH3:26])([CH3:27])[CH2:24][O:25][C:30]3=[O:32])[S:20][CH:21]=2)=[C:13]([F:28])[CH:12]=1, predict the reactants needed to synthesize it. The reactants are: C(N(CC)C(C)C)(C)C.[Br:10][C:11]1[CH:16]=[CH:15][C:14]([C:17]2[N:18]=[C:19]([NH:22][C:23]([CH3:27])([CH3:26])[CH2:24][OH:25])[S:20][CH:21]=2)=[C:13]([F:28])[CH:12]=1.Cl[C:30](Cl)([O:32]C(=O)OC(Cl)(Cl)Cl)Cl. (4) Given the product [I:1][C:2]1[CH:3]=[C:4]2[C:8](=[CH:9][CH:10]=1)[NH:7][C:6](=[O:11])[C:5]2=[N:21][NH:20][C:18](=[O:19])[C:17]1[CH:22]=[CH:23][CH:24]=[C:15]([O:14][CH3:13])[CH:16]=1, predict the reactants needed to synthesize it. The reactants are: [I:1][C:2]1[CH:3]=[C:4]2[C:8](=[CH:9][CH:10]=1)[NH:7][C:6](=[O:11])[C:5]2=O.[CH3:13][O:14][C:15]1[CH:16]=[C:17]([CH:22]=[CH:23][CH:24]=1)[C:18]([NH:20][NH2:21])=[O:19].